Dataset: Full USPTO retrosynthesis dataset with 1.9M reactions from patents (1976-2016). Task: Predict the reactants needed to synthesize the given product. (1) Given the product [Br:1][C:2]1[CH:23]=[CH:22][C:5]2[N:6]([CH2:9][C:10]3[CH:21]=[CH:20][C:13]4[N:14]=[C:15]([NH:24][C@@H:25]5[CH2:30][CH2:29][CH2:28][CH2:27][C@H:26]5[OH:31])[S:16][C:12]=4[CH:11]=3)[CH:7]=[N:8][C:4]=2[CH:3]=1, predict the reactants needed to synthesize it. The reactants are: [Br:1][C:2]1[CH:23]=[CH:22][C:5]2[N:6]([CH2:9][C:10]3[CH:21]=[CH:20][C:13]4[N:14]=[C:15](S(C)=O)[S:16][C:12]=4[CH:11]=3)[CH:7]=[N:8][C:4]=2[CH:3]=1.[NH2:24][C@@H:25]1[CH2:30][CH2:29][CH2:28][CH2:27][C@H:26]1[OH:31].CCN(C(C)C)C(C)C.O. (2) Given the product [OH:1][CH:2]([C:22]1[C:30]([CH2:31][OH:32])=[CH:29][C:28]([CH3:43])=[C:27]2[C:23]=1[CH:24]=[CH:25][NH:26]2)[C:3]1[NH:7][C:6]2[CH:16]=[CH:17][C:18]([C:20]#[N:21])=[CH:19][C:5]=2[N:4]=1, predict the reactants needed to synthesize it. The reactants are: [OH:1][CH:2]([C:22]1[C:30]([CH2:31][O:32][Si](C(C)C)(C(C)C)C(C)C)=[CH:29][C:28]([CH3:43])=[C:27]2[C:23]=1[CH:24]=[CH:25][N:26]2S(C1C=CC(C)=CC=1)(=O)=O)[C:3]1[N:7](COCC[Si](C)(C)C)[C:6]2[CH:16]=[CH:17][C:18]([C:20]#[N:21])=[CH:19][C:5]=2[N:4]=1.OC(C1C(CO[Si](C(C)C)(C(C)C)C(C)C)=CC(C)=C2C=1C=CN2S(C1C=CC(C)=CC=1)(=O)=O)C1N(COCC[Si](C)(C)C)C2C=C(C#N)C=CC=2N=1.B(F)(F)F.O(CC)CC.C(N)CC(C)C.[OH-].[K+]. (3) Given the product [O:1]1[CH:5]=[CH:4][CH:3]=[C:2]1[C:6]1[CH:11]=[C:10]([O:12][CH3:13])[CH:9]=[CH:8][C:7]=1[O:14][CH2:16][C:17]([O:19][CH3:20])=[O:18], predict the reactants needed to synthesize it. The reactants are: [O:1]1[CH:5]=[CH:4][CH:3]=[C:2]1[C:6]1[CH:11]=[C:10]([O:12][CH3:13])[CH:9]=[CH:8][C:7]=1[OH:14].Br[CH2:16][C:17]([O:19][CH3:20])=[O:18].C(=O)([O-])[O-].[Cs+].[Cs+]. (4) Given the product [Br:10][C:11]1[CH:12]=[C:13]2[C:17](=[CH:18][CH:19]=1)[N:16]([CH2:20][CH2:21][OH:22])[CH:15]=[CH:14]2, predict the reactants needed to synthesize it. The reactants are: CC(C[AlH]CC(C)C)C.[Br:10][C:11]1[CH:12]=[C:13]2[C:17](=[CH:18][CH:19]=1)[N:16]([CH2:20][C:21](OC)=[O:22])[CH:15]=[CH:14]2.[C@H](O)(C([O-])=O)[C@@H](O)C([O-])=O.[Na+].[K+].CCOCC. (5) Given the product [CH:33]1([N:14]([CH:11]2[CH2:12][CH2:13][NH:8][CH2:9][CH2:10]2)[C:15]([C:17]2[CH:22]=[N:21][C:20]([C:23]3[CH:28]=[CH:27][C:26]([S:29]([CH3:32])(=[O:31])=[O:30])=[CH:25][CH:24]=3)=[N:19][CH:18]=2)=[O:16])[CH2:35][CH2:34]1, predict the reactants needed to synthesize it. The reactants are: C(OC([N:8]1[CH2:13][CH2:12][CH:11]([N:14]([CH:33]2[CH2:35][CH2:34]2)[C:15]([C:17]2[CH:18]=[N:19][C:20]([C:23]3[CH:28]=[CH:27][C:26]([S:29]([CH3:32])(=[O:31])=[O:30])=[CH:25][CH:24]=3)=[N:21][CH:22]=2)=[O:16])[CH2:10][CH2:9]1)=O)(C)(C)C.FC(F)(F)C(O)=O. (6) Given the product [F:21][C:22]([F:33])([F:32])[C:23]([NH:8][C@H:7]([C:9]([OH:11])=[O:10])[CH2:6][C:5]1[CH:4]=[CH:3][C:2]([I:1])=[CH:13][CH:12]=1)=[O:24], predict the reactants needed to synthesize it. The reactants are: [I:1][C:2]1[CH:13]=[CH:12][C:5]([CH2:6][C@@H:7]([C:9]([OH:11])=[O:10])[NH2:8])=[CH:4][CH:3]=1.C(N(CC)CC)C.[F:21][C:22]([F:33])([F:32])[C:23](O[C:23](=[O:24])[C:22]([F:33])([F:32])[F:21])=[O:24]. (7) Given the product [Br:1][C:2]1[CH:3]=[CH:4][C:5]([O:34][CH2:35][CH2:36][N:37]2[CH2:42][CH2:41][CH2:40][CH2:39][CH2:38]2)=[C:6]2[C:11]=1[CH:10]([C:12]([OH:14])=[O:13])[N:9]([S:17]([C:20]1[CH:21]=[CH:22][C:23]([O:26][C:27]3[CH:32]=[CH:31][C:30]([F:33])=[CH:29][CH:28]=3)=[CH:24][CH:25]=1)(=[O:19])=[O:18])[CH2:8][CH2:7]2, predict the reactants needed to synthesize it. The reactants are: [Br:1][C:2]1[CH:3]=[CH:4][C:5]([O:34][CH2:35][CH2:36][N:37]2[CH2:42][CH2:41][CH2:40][CH2:39][CH2:38]2)=[C:6]2[C:11]=1[CH:10]([C:12]([O:14]CC)=[O:13])[N:9]([S:17]([C:20]1[CH:25]=[CH:24][C:23]([O:26][C:27]3[CH:32]=[CH:31][C:30]([F:33])=[CH:29][CH:28]=3)=[CH:22][CH:21]=1)(=[O:19])=[O:18])[CH2:8][CH2:7]2.[OH-].[K+]. (8) Given the product [NH2:15][C@H:4]1[CH2:5][CH2:6][CH2:7][C@@H:8]([C:9]2[CH:14]=[CH:13][CH:12]=[CH:11][CH:10]=2)[N:2]([CH3:1])[C:3]1=[O:26], predict the reactants needed to synthesize it. The reactants are: [CH3:1][N:2]1[C@H:8]([C:9]2[CH:14]=[CH:13][CH:12]=[CH:11][CH:10]=2)[CH:7]=[CH:6][CH2:5][C@H:4]([NH:15]C(=O)OCC2C=CC=CC=2)[C:3]1=[O:26]. (9) Given the product [NH2:20][C:18]1[S:19][C:2]2[C:3](=[O:8])[CH2:4][CH2:5][CH2:6][CH2:7][C:1]=2[N:17]=1, predict the reactants needed to synthesize it. The reactants are: [C:1]1(=O)[CH2:7][CH2:6][CH2:5][CH2:4][C:3](=[O:8])[CH2:2]1.C([O-])(=O)C.[Na+].BrBr.[NH2:17][C:18]([NH2:20])=[S:19]. (10) The reactants are: [NH2:1][CH2:2][CH2:3][C:4]1[CH:9]=[CH:8][CH:7]=[CH:6][N:5]=1.Br[CH2:11][C:12]([NH:14][C:15]1[CH:24]=[CH:23][C:18]([C:19]([O:21][CH3:22])=[O:20])=[CH:17][CH:16]=1)=[O:13]. Given the product [N:5]1[CH:6]=[CH:7][CH:8]=[CH:9][C:4]=1[CH2:3][CH2:2][NH:1][CH2:11][C:12]([NH:14][C:15]1[CH:24]=[CH:23][C:18]([C:19]([O:21][CH3:22])=[O:20])=[CH:17][CH:16]=1)=[O:13], predict the reactants needed to synthesize it.